From a dataset of Peptide-MHC class II binding affinity with 134,281 pairs from IEDB. Regression. Given a peptide amino acid sequence and an MHC pseudo amino acid sequence, predict their binding affinity value. This is MHC class II binding data. (1) The peptide sequence is LTEWTSSNVMEERY. The MHC is DRB1_0802 with pseudo-sequence DRB1_0802. The binding affinity (normalized) is 0. (2) The peptide sequence is VKLVDANGKLHDKKS. The MHC is DRB3_0101 with pseudo-sequence DRB3_0101. The binding affinity (normalized) is 0.210. (3) The peptide sequence is AAATAGTTVYGAFAM. The MHC is HLA-DQA10501-DQB10301 with pseudo-sequence HLA-DQA10501-DQB10301. The binding affinity (normalized) is 0.622.